From a dataset of Full USPTO retrosynthesis dataset with 1.9M reactions from patents (1976-2016). Predict the reactants needed to synthesize the given product. (1) Given the product [C:1]([NH:5][S:6]([C:9]1[C:18]2[C:13](=[CH:14][CH:15]=[CH:16][CH:17]=2)[C:12]([C:19]([OH:21])=[O:20])=[CH:11][CH:10]=1)(=[O:8])=[O:7])([CH3:4])([CH3:2])[CH3:3], predict the reactants needed to synthesize it. The reactants are: [C:1]([NH:5][S:6]([C:9]1[C:18]2[C:13](=[CH:14][CH:15]=[CH:16][CH:17]=2)[C:12]([C:19]([O:21]C)=[O:20])=[CH:11][CH:10]=1)(=[O:8])=[O:7])([CH3:4])([CH3:3])[CH3:2].O[Li].O. (2) Given the product [NH2:9][C:8]([C:4]1[CH:3]=[C:2]([O:16][C:17]2[CH:18]=[CH:19][C:20]([CH2:23][CH2:24][C:25]([OH:27])=[O:26])=[CH:21][CH:22]=2)[CH:7]=[CH:6][N:5]=1)=[O:11], predict the reactants needed to synthesize it. The reactants are: Cl[C:2]1[CH:7]=[CH:6][N:5]=[C:4]([C:8]#[N:9])[CH:3]=1.C(=O)([O-])[O-:11].[Cs+].[Cs+].[OH:16][C:17]1[CH:22]=[CH:21][C:20]([CH2:23][CH2:24][C:25]([OH:27])=[O:26])=[CH:19][CH:18]=1. (3) The reactants are: [CH3:1][C:2]1[CH:3]=[C:4]([CH:6]=[C:7]([CH3:9])[CH:8]=1)[NH2:5].[C:10]([OH:20])(=O)[CH:11]([C:13]1[CH:18]=[CH:17][CH:16]=[CH:15][CH:14]=1)[OH:12].O.[OH:22]N1C2C=CC=CC=2N=N1.Cl.CN(C)CCCN=C=NCC. Given the product [CH3:1][C:2]1[CH:3]=[C:4]([NH:5][C:10](=[O:20])[CH:11]([OH:12])[C:13]2[CH:18]=[CH:17][C:16]([OH:22])=[CH:15][CH:14]=2)[CH:6]=[C:7]([CH3:9])[CH:8]=1, predict the reactants needed to synthesize it. (4) Given the product [Cl:20][C:21]1[CH:22]=[C:23]([C:28]2[N:36]=[C:35]([CH3:37])[N:34]=[C:33]3[C:29]=2[N:30]=[CH:31][N:32]3[CH:38]2[CH2:43][CH2:42][CH2:41][CH2:40][O:39]2)[C:24]([NH:9][C:6]2[CH:7]=[N:8][C:3]([O:2][CH3:1])=[CH:4][CH:5]=2)=[N:25][CH:26]=1, predict the reactants needed to synthesize it. The reactants are: [CH3:1][O:2][C:3]1[N:8]=[CH:7][C:6]([NH2:9])=[CH:5][CH:4]=1.C[Si]([N-][Si](C)(C)C)(C)C.[Li+].[Cl:20][C:21]1[CH:22]=[C:23]([C:28]2[N:36]=[C:35]([CH3:37])[N:34]=[C:33]3[C:29]=2[N:30]=[CH:31][N:32]3[CH:38]2[CH2:43][CH2:42][CH2:41][CH2:40][O:39]2)[C:24](F)=[N:25][CH:26]=1. (5) The reactants are: C(OC([N:8]([CH2:13][C:14]1[CH:15]=[CH:16][C:17]([C:20]2[S:28][C:27]3[C:22](=[N:23][CH:24]=[CH:25][C:26]=3[O:29][C:30]3[CH:35]=[CH:34][C:33]([NH:36][CH:37]([C:42]([F:45])([F:44])[F:43])[CH2:38][C:39]([OH:41])=O)=[CH:32][C:31]=3[F:46])[CH:21]=2)=[N:18][CH:19]=1)[CH2:9][CH2:10][O:11][CH3:12])=O)(C)(C)C.[NH2:47][C:48]1[CH:53]=[CH:52][CH:51]=[CH:50][CH:49]=1.CCN(C(C)C)C(C)C.CN(C(ON1N=NC2C=CC=NC1=2)=[N+](C)C)C.F[P-](F)(F)(F)(F)F. Given the product [F:45][C:42]([F:43])([F:44])[CH:37]([NH:36][C:33]1[CH:34]=[CH:35][C:30]([O:29][C:26]2[CH:25]=[CH:24][N:23]=[C:22]3[CH:21]=[C:20]([C:17]4[CH:16]=[CH:15][C:14]([CH2:13][NH:8][CH2:9][CH2:10][O:11][CH3:12])=[CH:19][N:18]=4)[S:28][C:27]=23)=[C:31]([F:46])[CH:32]=1)[CH2:38][C:39]([NH:47][C:48]1[CH:53]=[CH:52][CH:51]=[CH:50][CH:49]=1)=[O:41], predict the reactants needed to synthesize it. (6) Given the product [C:16]1([CH:21]=[O:28])[C:17]2=[C:20]3[C:9]([C:8]4[C:19]5[C:4](=[CH:3][CH:2]=[CH:1][C:18]2=5)[CH:5]=[CH:6][CH:7]=4)=[CH:10][CH:11]=[CH:12][C:13]3=[CH:14][CH:15]=1, predict the reactants needed to synthesize it. The reactants are: [CH:1]1[C:18]2=[C:19]3[C:8]([C:9]4[C:20]5[C:13](=[CH:14][CH:15]=[CH:16][C:17]2=5)[CH:12]=[CH:11][CH:10]=4)=[CH:7][CH:6]=[CH:5][C:4]3=[CH:3][CH:2]=1.[CH:21](=[O:28])C1C=CC=CC=1.C(C1C2=C3C(C4C5C(=CC=CC2=5)C=CC=4)=CC=CC3=CC=1)#C.BrC1C=C(C=C(Br)C=1)C=O. (7) Given the product [OH:32][C@H:31]([C:22]1[CH:23]=[CH:24][C:25]2[C:26](=[O:30])[O:27][CH2:28][C:29]=2[C:21]=1[CH3:20])[CH2:33][N:6]1[CH2:5][CH2:4][N:3]([C:8]2[CH:9]=[N:10][C:11]3[C:16]([CH:17]=2)=[CH:15][CH:14]=[C:13]([C:18]#[N:19])[CH:12]=3)[C:2](=[O:1])[CH2:7]1, predict the reactants needed to synthesize it. The reactants are: [O:1]=[C:2]1[CH2:7][NH:6][CH2:5][CH2:4][N:3]1[C:8]1[CH:9]=[N:10][C:11]2[C:16]([CH:17]=1)=[CH:15][CH:14]=[C:13]([C:18]#[N:19])[CH:12]=2.[CH3:20][C:21]1[C:29]2[CH2:28][O:27][C:26](=[O:30])[C:25]=2[CH:24]=[CH:23][C:22]=1[C@@H:31]1[CH2:33][O:32]1.